From a dataset of Full USPTO retrosynthesis dataset with 1.9M reactions from patents (1976-2016). Predict the reactants needed to synthesize the given product. (1) Given the product [N:1]([C:2]1[C:11]([C:12]2[CH:17]=[CH:16][C:15]([O:18][CH3:19])=[C:14]([Cl:20])[CH:13]=2)=[N:10][C:9]([Br:21])=[CH:8][C:3]=1[C:4]([O:6][CH3:7])=[O:5])=[N+:26]=[N-:27], predict the reactants needed to synthesize it. The reactants are: [NH2:1][C:2]1[C:11]([C:12]2[CH:17]=[CH:16][C:15]([O:18][CH3:19])=[C:14]([Cl:20])[CH:13]=2)=[N:10][C:9]([Br:21])=[CH:8][C:3]=1[C:4]([O:6][CH3:7])=[O:5].N([O-])=O.[Na+].[N-:26]=[N+:27]=[N-].[Na+].C(OCC)C. (2) Given the product [F:38][CH:8]([F:7])[C:9]1[N:13]([C:14]2[N:19]=[C:18]([N:20]3[CH2:21][CH2:22][O:23][CH2:24][CH2:25]3)[N:17]=[C:16]([NH:26][C@H:27]3[CH2:28][CH2:29][C@H:30]([NH:33][S:3]([CH2:1][CH3:2])(=[O:5])=[O:4])[CH2:31][CH2:32]3)[N:15]=2)[C:12]2[CH:34]=[CH:35][CH:36]=[CH:37][C:11]=2[N:10]=1, predict the reactants needed to synthesize it. The reactants are: [CH2:1]([S:3](Cl)(=[O:5])=[O:4])[CH3:2].[F:7][CH:8]([F:38])[C:9]1[N:13]([C:14]2[N:19]=[C:18]([N:20]3[CH2:25][CH2:24][O:23][CH2:22][CH2:21]3)[N:17]=[C:16]([NH:26][C@H:27]3[CH2:32][CH2:31][C@H:30]([NH2:33])[CH2:29][CH2:28]3)[N:15]=2)[C:12]2[CH:34]=[CH:35][CH:36]=[CH:37][C:11]=2[N:10]=1.C(=O)C1C=CC=CC=1.C(O)C(N)(CO)CO. (3) Given the product [Cl:1][C:2]1[CH:7]=[C:6]([Cl:8])[CH:5]=[CH:4][C:3]=1[CH:9]1[CH:18]([C:19]([NH:21][CH2:22][CH2:23][C:24]2[N:29]=[C:28]([O:30][CH2:31][C:32]([OH:34])=[O:33])[CH:27]=[CH:26][CH:25]=2)=[O:20])[C:17]2[C:12](=[CH:13][CH:14]=[CH:15][CH:16]=2)[C:11](=[O:42])[N:10]1[CH:43]1[CH2:48][CH2:47][CH2:46][CH2:45][CH:44]1[NH:49][S:50]([CH3:53])(=[O:51])=[O:52], predict the reactants needed to synthesize it. The reactants are: [Cl:1][C:2]1[CH:7]=[C:6]([Cl:8])[CH:5]=[CH:4][C:3]=1[CH:9]1[CH:18]([C:19]([NH:21][CH2:22][CH2:23][C:24]2[N:29]=[C:28]([O:30][CH2:31][C:32]([O:34]CC3C=CC=CC=3)=[O:33])[CH:27]=[CH:26][CH:25]=2)=[O:20])[C:17]2[C:12](=[CH:13][CH:14]=[CH:15][CH:16]=2)[C:11](=[O:42])[N:10]1[CH:43]1[CH2:48][CH2:47][CH2:46][CH2:45][CH:44]1[NH:49][S:50]([CH3:53])(=[O:52])=[O:51].CN(C=O)C.